This data is from CYP2D6 inhibition data for predicting drug metabolism from PubChem BioAssay. The task is: Regression/Classification. Given a drug SMILES string, predict its absorption, distribution, metabolism, or excretion properties. Task type varies by dataset: regression for continuous measurements (e.g., permeability, clearance, half-life) or binary classification for categorical outcomes (e.g., BBB penetration, CYP inhibition). Dataset: cyp2d6_veith. (1) The compound is C[C@@]12CCC(=O)C=C1CC[C@@H]1[C@@H]2C(=O)C[C@@]2(C)C(=O)CC[C@H]12. The result is 0 (non-inhibitor). (2) The drug is Cc1ccc(N=C2Sc3nc4cc(C)cc(C)c4cc3CN2CCN2CCOCC2)cc1. The result is 0 (non-inhibitor). (3) The drug is CC(=O)N[C@@H]1CONC1=O. The result is 0 (non-inhibitor). (4) The molecule is COCCNc1ncnc2ccc(-c3ccoc3)cc12. The result is 0 (non-inhibitor). (5) The drug is O=c1[nH]c2cc(Br)cnc2nc1/C=C(\O)c1ccc(F)cc1. The result is 0 (non-inhibitor). (6) The drug is CS(=O)(=O)N1CCC2(CCCN(C(=O)Nc3cccc(F)c3)C2)CC1. The result is 0 (non-inhibitor).